This data is from Catalyst prediction with 721,799 reactions and 888 catalyst types from USPTO. The task is: Predict which catalyst facilitates the given reaction. (1) Reactant: [CH3:1][O:2][C:3]1[CH:49]=[CH:48][C:6]([CH2:7][N:8]([CH2:39][C:40]2[CH:45]=[CH:44][C:43]([O:46][CH3:47])=[CH:42][CH:41]=2)[C:9]2[N:14]=[C:13]([CH3:15])[N:12]=[C:11]([C:16]3[CH:17]=[C:18]([C@H:23]([N:25]4[CH2:30][CH2:29][N:28](C(OC(C)(C)C)=O)[CH2:27][C@@H:26]4[CH3:38])[CH3:24])[CH:19]=[N:20][C:21]=3[F:22])[CH:10]=2)=[CH:5][CH:4]=1.C(O)(C(F)(F)F)=O. Product: [F:22][C:21]1[C:16]([C:11]2[N:12]=[C:13]([CH3:15])[N:14]=[C:9]([N:8]([CH2:7][C:6]3[CH:48]=[CH:49][C:3]([O:2][CH3:1])=[CH:4][CH:5]=3)[CH2:39][C:40]3[CH:41]=[CH:42][C:43]([O:46][CH3:47])=[CH:44][CH:45]=3)[CH:10]=2)=[CH:17][C:18]([C@H:23]([N:25]2[CH2:30][CH2:29][NH:28][CH2:27][C@@H:26]2[CH3:38])[CH3:24])=[CH:19][N:20]=1. The catalyst class is: 2. (2) Reactant: [Cl:1][C:2]1[CH:7]=[CH:6][C:5]([CH2:8][CH2:9][C:10](O)=[O:11])=[CH:4][CH:3]=1.B.O1CCCC1.CO. Product: [Cl:1][C:2]1[CH:3]=[CH:4][C:5]([CH2:8][CH2:9][CH2:10][OH:11])=[CH:6][CH:7]=1. The catalyst class is: 7. (3) Reactant: [H-].[Na+].[NH:3]1[C:7]2=[N:8][CH:9]=[CH:10][CH:11]=[C:6]2[CH:5]=[CH:4]1.Br[CH2:13][CH2:14][CH2:15][CH2:16][CH3:17]. Product: [CH2:13]([N:3]1[C:7]2=[N:8][CH:9]=[CH:10][CH:11]=[C:6]2[CH:5]=[CH:4]1)[CH2:14][CH2:15][CH2:16][CH3:17]. The catalyst class is: 9.